From a dataset of Forward reaction prediction with 1.9M reactions from USPTO patents (1976-2016). Predict the product of the given reaction. Given the reactants Cl[CH2:2][CH2:3][CH2:4][S:5]([NH:8][C:9]1[CH:21]=[C:20]2[C:12]([C:13]3[CH:14]=[C:15]([C:25]4[C:26]([CH3:31])=[N:27][O:28][C:29]=4[CH3:30])[CH:16]=[C:17]([C:22]([NH2:24])=[O:23])[C:18]=3[NH:19]2)=[CH:11][CH:10]=1)(=[O:7])=[O:6].C(=O)([O-])[O-].[Cs+].[Cs+], predict the reaction product. The product is: [CH3:31][C:26]1[C:25]([C:15]2[CH:16]=[C:17]([C:22]([NH2:24])=[O:23])[C:18]3[NH:19][C:20]4[C:12]([C:13]=3[CH:14]=2)=[CH:11][CH:10]=[C:9]([N:8]2[CH2:2][CH2:3][CH2:4][S:5]2(=[O:7])=[O:6])[CH:21]=4)=[C:29]([CH3:30])[O:28][N:27]=1.